This data is from Catalyst prediction with 721,799 reactions and 888 catalyst types from USPTO. The task is: Predict which catalyst facilitates the given reaction. Reactant: [NH2:1][C:2]1[C:3]([C:12]([NH:14][C@@H:15]([CH:20]2[CH2:25][CH2:24][CH2:23][CH2:22][CH2:21]2)[C:16]([O:18][CH3:19])=[O:17])=[O:13])=[CH:4][C:5]2[C:10]([CH:11]=1)=[CH:9][CH:8]=[CH:7][CH:6]=2.C(N(CC)CC)C.[N:33]([C:36]1[CH:41]=[CH:40][C:39]([O:42][CH3:43])=[CH:38][C:37]=1[O:44][CH3:45])=[C:34]=[O:35]. Product: [CH3:45][O:44][C:37]1[CH:38]=[C:39]([O:42][CH3:43])[CH:40]=[CH:41][C:36]=1[NH:33][C:34]([NH:1][C:2]1[C:3]([C:12]([NH:14][C@@H:15]([CH:20]2[CH2:25][CH2:24][CH2:23][CH2:22][CH2:21]2)[C:16]([O:18][CH3:19])=[O:17])=[O:13])=[CH:4][C:5]2[C:10]([CH:11]=1)=[CH:9][CH:8]=[CH:7][CH:6]=2)=[O:35]. The catalyst class is: 3.